Dataset: Forward reaction prediction with 1.9M reactions from USPTO patents (1976-2016). Task: Predict the product of the given reaction. (1) Given the reactants C(OC([NH:8][C@@:9]1([C:32]([O:34]C(C)(C)C)=[O:33])[C@H:14]([CH2:15][S:16][C:17]2[CH:22]=[CH:21][C:20]([CH3:23])=[CH:19][CH:18]=2)[C@@H:13]([OH:24])[C@@H:12]2[C@H:10]1[C@H:11]2[C:25]([O:27]C(C)(C)C)=[O:26])=O)(C)(C)C.O.C(O)(=O)C, predict the reaction product. The product is: [NH2:8][C@@:9]1([C:32]([OH:34])=[O:33])[C@H:14]([CH2:15][S:16][C:17]2[CH:18]=[CH:19][C:20]([CH3:23])=[CH:21][CH:22]=2)[C@@H:13]([OH:24])[C@@H:12]2[C@H:10]1[C@H:11]2[C:25]([OH:27])=[O:26]. (2) Given the reactants [Cl:1][C:2]1[CH:7]=[C:6]([Cl:8])[CH:5]=[CH:4][C:3]=1[C:9]1([C:12]#[N:13])[CH2:11][CH2:10]1.C(=O)([O-])[O-:15].[K+].[K+].OO.O, predict the reaction product. The product is: [Cl:1][C:2]1[CH:7]=[C:6]([Cl:8])[CH:5]=[CH:4][C:3]=1[C:9]1([C:12]([NH2:13])=[O:15])[CH2:10][CH2:11]1. (3) The product is: [Cl:1][C:2]1[C:10]2[O:9][CH2:8][O:7][C:6]=2[CH:5]=[CH:4][C:3]=1[N:11]=[C:14]=[O:13]. Given the reactants [Cl:1][C:2]1[C:10]2[O:9][CH2:8][O:7][C:6]=2[CH:5]=[CH:4][C:3]=1[NH2:11].Cl.[O:13]1CCOC[CH2:14]1.C(Cl)(Cl)=O, predict the reaction product. (4) Given the reactants C(OC([N:8]1[CH2:13][CH2:12][NH:11][CH2:10][CH2:9]1)=O)(C)(C)C.[CH2:14]([S:16](Cl)(=[O:18])=[O:17])[CH3:15].CC1C(C(N2CCNCC2)=O)=C(C)ON=1, predict the reaction product. The product is: [CH2:14]([S:16]([N:8]1[CH2:9][CH2:10][NH:11][CH2:12][CH2:13]1)(=[O:18])=[O:17])[CH3:15]. (5) The product is: [Cl:16][C:17]1[C:22]([Cl:23])=[CH:21][CH:20]=[CH:19][C:18]=1[N:24]1[CH2:30][CH2:29][CH2:28][N:27]([CH2:2][CH2:3][CH2:4][CH2:5][O:6][C:7]2[CH:12]=[CH:11][N:10]3[N:13]=[CH:14][CH:15]=[C:9]3[CH:8]=2)[CH2:26][CH2:25]1. Given the reactants Br[CH2:2][CH2:3][CH2:4][CH2:5][O:6][C:7]1[CH:12]=[CH:11][N:10]2[N:13]=[CH:14][CH:15]=[C:9]2[CH:8]=1.[Cl:16][C:17]1[C:22]([Cl:23])=[CH:21][CH:20]=[CH:19][C:18]=1[N:24]1[CH2:30][CH2:29][CH2:28][NH:27][CH2:26][CH2:25]1, predict the reaction product. (6) Given the reactants C(N(CC)C(C)C)(C)C.[OH:10][C@@H:11]([C@H:13]1[C:34](=[O:35])[N:15]2[C@@H:16]([C:21]([O:23][CH2:24][C:25]3[CH:30]=[CH:29][C:28]([N+:31]([O-:33])=[O:32])=[CH:27][CH:26]=3)=[O:22])[C:17](=O)[C@H:18]([CH3:19])[C@H:14]12)[CH3:12].FC(F)(F)S(O)(=O)=O.O1C=CC=C1P(C1OC=CC=1)C1OC=CC=1.[N:60]1[CH:65]=[CH:64][CH:63]=[C:62]([C:66]([C:68]2[N:69]=[CH:70][N:71]3[CH:75]=[C:74]([Sn](CCCC)(CCCC)CCCC)[S:73][C:72]=23)=[O:67])[CH:61]=1.C(=O)(O)[O-].[Na+], predict the reaction product. The product is: [OH:10][C@@H:11]([C@H:13]1[C:34](=[O:35])[N:15]2[C:16]([C:21]([O:23][CH2:24][C:25]3[CH:30]=[CH:29][C:28]([N+:31]([O-:33])=[O:32])=[CH:27][CH:26]=3)=[O:22])=[C:17]([C:74]3[S:73][C:72]4=[C:68]([C:66]([C:62]5[CH:61]=[N:60][CH:65]=[CH:64][CH:63]=5)=[O:67])[N:69]=[CH:70][N:71]4[CH:75]=3)[C@H:18]([CH3:19])[C@H:14]12)[CH3:12]. (7) Given the reactants [NH2:1][C:2]1[C:10]([CH3:11])=[CH:9][C:8]([F:12])=[CH:7][C:3]=1[C:4](O)=[O:5].Cl.C[N:15](C)CCCN=C=NCC.O.ON1C2C=CC=CC=2N=N1.N.O1CCOCC1, predict the reaction product. The product is: [NH2:1][C:2]1[C:10]([CH3:11])=[CH:9][C:8]([F:12])=[CH:7][C:3]=1[C:4]([NH2:15])=[O:5]. (8) Given the reactants [H-].[Na+].[CH3:3][C:4]1([CH3:22])[CH2:8][CH:7]2[CH:9]([CH2:18][N+]([O-])=O)[C:10]([N+:15]([O-:17])=[O:16])=[C:11]([CH3:14])[C:12]([CH3:13])=[C:6]2[O:5]1.[Mn]([O-])(=O)(=O)=[O:24].[K+].B(O)(O)O.S([O-])([O-])(=O)=S.[Na+].[Na+], predict the reaction product. The product is: [CH3:3][C:4]1([CH3:22])[CH2:8][CH:7]2[CH:9]([CH:18]=[O:24])[C:10]([N+:15]([O-:17])=[O:16])=[C:11]([CH3:14])[C:12]([CH3:13])=[C:6]2[O:5]1.